This data is from Full USPTO retrosynthesis dataset with 1.9M reactions from patents (1976-2016). The task is: Predict the reactants needed to synthesize the given product. (1) Given the product [CH3:1][C:2]1[CH:3]=[CH:4][C:5]([NH:21][C:22]([C:24]2[CH:29]=[CH:28][C:27]([CH2:30][N:31]3[CH2:32][CH2:33][N:34]([CH3:37])[CH2:35][CH2:36]3)=[CH:26][CH:25]=2)=[O:23])=[CH:6][C:7]=1[NH:8][C:9]1[N:10]=[CH:11][CH:12]=[C:13]([C:15]2[CH:16]=[CH:17][CH:18]=[N:19][CH:20]=2)[N:14]=1.[Cl:38][CH:39]([Cl:43])[C:40]([O-:42])=[O:41], predict the reactants needed to synthesize it. The reactants are: [CH3:1][C:2]1[CH:3]=[CH:4][C:5]([NH:21][C:22]([C:24]2[CH:25]=[CH:26][C:27]([CH2:30][N:31]3[CH2:36][CH2:35][N:34]([CH3:37])[CH2:33][CH2:32]3)=[CH:28][CH:29]=2)=[O:23])=[CH:6][C:7]=1[NH:8][C:9]1[N:10]=[CH:11][CH:12]=[C:13]([C:15]2[CH:16]=[CH:17][CH:18]=[N:19][CH:20]=2)[N:14]=1.[Cl:38][CH:39]([Cl:43])[C:40]([OH:42])=[O:41]. (2) The reactants are: [CH3:1][O:2][CH2:3][CH2:4][N:5]1[C:10](=[O:11])[C:9]([C:12]([O:14]CC)=[O:13])=[CH:8][N:7]=[C:6]1[C:17]1[CH:21]=[CH:20][S:19][CH:18]=1.[I-].[Li+]. Given the product [CH3:1][O:2][CH2:3][CH2:4][N:5]1[C:10](=[O:11])[C:9]([C:12]([OH:14])=[O:13])=[CH:8][N:7]=[C:6]1[C:17]1[CH:21]=[CH:20][S:19][CH:18]=1, predict the reactants needed to synthesize it.